Dataset: Forward reaction prediction with 1.9M reactions from USPTO patents (1976-2016). Task: Predict the product of the given reaction. (1) Given the reactants [NH:1]1[CH2:4][CH:3]([N:5]2[CH2:10][CH2:9][N:8]([C:11]([C:13]3[S:14][CH:15]=[CH:16][N:17]=3)=[O:12])[CH2:7][CH2:6]2)[CH2:2]1.[C:18]([N:26]1[C:34]2[C:29](=[CH:30][C:31]([C:35](O)=[O:36])=[CH:32][CH:33]=2)[CH2:28][CH2:27]1)(=[O:25])[C:19]1[CH:24]=[CH:23][CH:22]=[CH:21][CH:20]=1.C(Cl)CCl.CCN(CC)CC.Cl, predict the reaction product. The product is: [C:19]1([C:18]([N:26]2[C:34]3[C:29](=[CH:30][C:31]([C:35]([N:1]4[CH2:2][CH:3]([N:5]5[CH2:6][CH2:7][N:8]([C:11]([C:13]6[S:14][CH:15]=[CH:16][N:17]=6)=[O:12])[CH2:9][CH2:10]5)[CH2:4]4)=[O:36])=[CH:32][CH:33]=3)[CH2:28][CH2:27]2)=[O:25])[CH:24]=[CH:23][CH:22]=[CH:21][CH:20]=1. (2) Given the reactants [BrH:1].[N:2]([CH2:5][C@H:6]1[O:15][CH:10](OC(=O)C)[C@H:9]([O:16][C:17](=[O:19])[CH3:18])[C@@H:8]([O:20][C:21](=[O:23])[CH3:22])[C@H:7]1[O:24][C:25](=[O:27])[CH3:26])=[N+:3]=[N-:4].C(OCC)(=O)C, predict the reaction product. The product is: [C:17]([O:16][C@@H:9]1[C@@H:8]([O:20][C:21](=[O:23])[CH3:22])[C@@H:7]([O:24][C:25](=[O:27])[CH3:26])[C@@H:6]([CH2:5][N:2]=[N+:3]=[N-:4])[O:15][C@@H:10]1[Br:1])(=[O:19])[CH3:18]. (3) Given the reactants [H-].[Na+].[C:3]1([OH:9])[CH:8]=[CH:7][CH:6]=[CH:5][CH:4]=1.[H][H].Cl[C:13]1[C:18]([N+:19]([O-:21])=[O:20])=[C:17]([NH:22][CH2:23][CH2:24][O:25][C:26]2[CH:31]=[CH:30][CH:29]=[CH:28][CH:27]=2)[C:16]([CH3:32])=[C:15]([CH3:33])[N:14]=1, predict the reaction product. The product is: [CH3:33][C:15]1[C:16]([CH3:32])=[C:17]([NH:22][CH2:23][CH2:24][O:25][C:26]2[CH:31]=[CH:30][CH:29]=[CH:28][CH:27]=2)[C:18]([N+:19]([O-:21])=[O:20])=[C:13]([O:9][C:3]2[CH:8]=[CH:7][CH:6]=[CH:5][CH:4]=2)[N:14]=1. (4) Given the reactants [Cl:1][C:2]1[CH:3]=[C:4]([CH:9]2[C:18]3[C:13](=[CH:14][C:15](B4OC(C)(C)C(C)(C)O4)=[C:16]([F:19])[CH:17]=3)[CH2:12][N:11]([CH3:29])[CH2:10]2)[CH:5]=[CH:6][C:7]=1[Cl:8].Cl[C:31]1[CH:36]=[N:35][CH:34]=[CH:33][N:32]=1, predict the reaction product. The product is: [Cl:1][C:2]1[CH:3]=[C:4]([CH:9]2[C:18]3[C:13](=[CH:14][C:15]([C:31]4[CH:36]=[N:35][CH:34]=[CH:33][N:32]=4)=[C:16]([F:19])[CH:17]=3)[CH2:12][N:11]([CH3:29])[CH2:10]2)[CH:5]=[CH:6][C:7]=1[Cl:8]. (5) The product is: [OH:1][C:2]1([C:8]2[CH:13]=[CH:12][CH:11]=[CH:10][CH:9]=2)[CH2:7][CH2:6][N:5]([CH2:15][C:16]2[CH:21]=[CH:20][C:19]([CH2:22][C:23]#[N:24])=[CH:18][CH:17]=2)[CH2:4][CH2:3]1. Given the reactants [OH:1][C:2]1([C:8]2[CH:13]=[CH:12][CH:11]=[CH:10][CH:9]=2)[CH2:7][CH2:6][NH:5][CH2:4][CH2:3]1.Br[CH2:15][C:16]1[CH:21]=[CH:20][C:19]([CH2:22][C:23]#[N:24])=[CH:18][CH:17]=1, predict the reaction product.